Dataset: Forward reaction prediction with 1.9M reactions from USPTO patents (1976-2016). Task: Predict the product of the given reaction. (1) Given the reactants [NH2:1][C:2]1[N:6]([CH:7]2[CH2:11][CH2:10][CH2:9][CH2:8]2)[N:5]=[CH:4][C:3]=1[C:12]([NH2:14])=[O:13].[Cl:15][C:16]1[CH:17]=[C:18]([CH2:22][C:23](OCC)=O)[CH:19]=[CH:20][CH:21]=1.C(O)C.[H-].[Na+], predict the reaction product. The product is: [Cl:15][C:16]1[CH:17]=[C:18]([CH:19]=[CH:20][CH:21]=1)[CH2:22][C:23]1[NH:14][C:12](=[O:13])[C:3]2[CH:4]=[N:5][N:6]([CH:7]3[CH2:11][CH2:10][CH2:9][CH2:8]3)[C:2]=2[N:1]=1. (2) Given the reactants Br[C:2]1[N:10]([CH2:11][C:12]2[CH:17]=[CH:16][C:15]([O:18][CH3:19])=[CH:14][CH:13]=2)[C:9]2[C:8](=[O:20])[N:7]3[C:21]([CH3:24])=[N:22][N:23]=[C:6]3[N:5]([CH2:25][CH2:26][CH2:27][CH2:28][CH3:29])[C:4]=2[N:3]=1.[CH3:30][S:31]C.[Na].C(COC)OC, predict the reaction product. The product is: [CH3:19][O:18][C:15]1[CH:16]=[CH:17][C:12]([CH2:11][N:10]2[C:9]3[C:8](=[O:20])[N:7]4[C:21]([CH3:24])=[N:22][N:23]=[C:6]4[N:5]([CH2:25][CH2:26][CH2:27][CH2:28][CH3:29])[C:4]=3[N:3]=[C:2]2[S:31][CH3:30])=[CH:13][CH:14]=1. (3) Given the reactants [CH2:1]([NH:8][C@@H:9]1[CH2:14][CH2:13][C@H:12]([CH2:15][NH:16]C(=O)OCC2C=CC=CC=2)[CH2:11][CH2:10]1)[C:2]1[CH:7]=[CH:6][CH:5]=[CH:4][CH:3]=1.[OH-].[K+].Cl, predict the reaction product. The product is: [NH2:16][CH2:15][C@@H:12]1[CH2:13][CH2:14][C@H:9]([NH:8][CH2:1][C:2]2[CH:3]=[CH:4][CH:5]=[CH:6][CH:7]=2)[CH2:10][CH2:11]1. (4) Given the reactants [Si:1]([O:8][C@@H:9]1[C@@:37]2([CH3:38])[C:13](=[CH:14][CH:15]=[C:16]3[C@@H:36]2[CH2:35][CH2:34][C@@:33]2([CH3:39])[C@H:17]3[CH2:18][CH:19]=[C:20]2[C@@H:21]([S:23][C:24](OC2C=CC=CC=2)=O)[CH3:22])[CH2:12][C@@H:11]([OH:40])[CH2:10]1)([C:4]([CH3:7])([CH3:6])[CH3:5])([CH3:3])[CH3:2].BrC[CH2:43][CH2:44][C:45]([CH2:49][CH3:50])([OH:48])[CH2:46][CH3:47].O1CCCC1.[OH-].[K+], predict the reaction product. The product is: [Si:1]([O:8][C@@H:9]1[C@@:37]2([CH3:38])[C:13](=[CH:14][CH:15]=[C:16]3[C@@H:36]2[CH2:35][CH2:34][C@@:33]2([CH3:39])[C@H:17]3[CH2:18][CH:19]=[C:20]2[C@@H:21]([S:23][CH2:24][CH2:43][CH2:44][C:45]([CH2:49][CH3:50])([OH:48])[CH2:46][CH3:47])[CH3:22])[CH2:12][C@@H:11]([OH:40])[CH2:10]1)([C:4]([CH3:7])([CH3:6])[CH3:5])([CH3:2])[CH3:3]. (5) Given the reactants [Cl:1][C:2]1[S:6][C:5]([C:7]2[N:8]=[C:9]([N:16]3[C:24]4[C:19](=[CH:20][CH:21]=[C:22]([O:25][CH2:26][C:27]([O:29]CC)=[O:28])[CH:23]=4)[CH2:18][CH2:17]3)[C:10]3[CH2:15][CH2:14][CH2:13][C:11]=3[N:12]=2)=[CH:4][CH:3]=1.C(O)C.[OH-].[Na+], predict the reaction product. The product is: [Cl:1][C:2]1[S:6][C:5]([C:7]2[N:8]=[C:9]([N:16]3[C:24]4[C:19](=[CH:20][CH:21]=[C:22]([O:25][CH2:26][C:27]([OH:29])=[O:28])[CH:23]=4)[CH2:18][CH2:17]3)[C:10]3[CH2:15][CH2:14][CH2:13][C:11]=3[N:12]=2)=[CH:4][CH:3]=1. (6) Given the reactants [Cl:1][C:2]1[CH:3]=[N:4][CH:5]=[C:6]([Cl:9])[C:7]=1[CH3:8].[CH:10]1([CH2:13][O:14][C:15]2[CH:16]=[C:17]([CH:21]=[CH:22][C:23]=2[O:24][CH3:25])[C:18](Cl)=[O:19])[CH2:12][CH2:11]1, predict the reaction product. The product is: [CH:10]1([CH2:13][O:14][C:15]2[CH:16]=[C:17](/[C:18](/[O:19][C:18](=[O:19])[C:17]3[CH:21]=[CH:22][C:23]([O:24][CH3:25])=[C:15]([O:14][CH2:13][CH:10]4[CH2:12][CH2:11]4)[CH:16]=3)=[CH:8]/[C:7]3[C:6]([Cl:9])=[CH:5][N:4]=[CH:3][C:2]=3[Cl:1])[CH:21]=[CH:22][C:23]=2[O:24][CH3:25])[CH2:12][CH2:11]1.